Dataset: Full USPTO retrosynthesis dataset with 1.9M reactions from patents (1976-2016). Task: Predict the reactants needed to synthesize the given product. Given the product [CH3:1][C@:2]1([NH:10][C:11](=[O:18])[C:12]2[CH:17]=[CH:16][CH:15]=[CH:14][CH:13]=2)[C@@H:9]2[C@@H:5]([CH2:6][N:7]([C:20]3[CH:25]=[CH:24][CH:23]=[C:22]([C:26]([F:29])([F:28])[F:27])[N:21]=3)[CH2:8]2)[CH2:4][CH2:3]1, predict the reactants needed to synthesize it. The reactants are: [CH3:1][C@:2]1([NH:10][C:11](=[O:18])[C:12]2[CH:17]=[CH:16][CH:15]=[CH:14][CH:13]=2)[C@@H:9]2[C@@H:5]([CH2:6][NH:7][CH2:8]2)[CH2:4][CH2:3]1.Br[C:20]1[CH:25]=[CH:24][CH:23]=[C:22]([C:26]([F:29])([F:28])[F:27])[N:21]=1.C(N(CC)CC)C.